Dataset: Forward reaction prediction with 1.9M reactions from USPTO patents (1976-2016). Task: Predict the product of the given reaction. (1) Given the reactants C(OC([N:8]1[CH2:13][CH2:12][N:11](C(OC(C)(C)C)=O)[CH2:10][CH:9]1[C:21]1[C:26]([C:27]([O:29]CC)=O)=[CH:25][CH:24]=[CH:23][N:22]=1)=O)(C)(C)C.C(=O)([O-])[O-].[K+].[K+], predict the reaction product. The product is: [N:22]1[C:21]2[CH:9]3[CH2:10][NH:11][CH2:12][CH2:13][N:8]3[C:27](=[O:29])[C:26]=2[CH:25]=[CH:24][CH:23]=1. (2) The product is: [Cl:28][C:29]1[CH:30]=[C:31]([C@@H:39]([CH2:49][CH:50]2[CH2:51][CH2:52][CH2:53][CH2:54]2)[C:40]([NH:42][C:43]2[CH:47]=[CH:46][N:45]([CH2:48][CH:55]=[C:56]([CH3:65])[CH3:57])[N:44]=2)=[O:41])[CH:32]=[CH:33][C:34]=1[S:35]([CH3:38])(=[O:37])=[O:36]. Given the reactants C1(P(C2C=CC=CC=2)C2C=CC=CC=2)C=CC=CC=1.BrN1C(=O)CCC1=O.[Cl:28][C:29]1[CH:30]=[C:31]([C@@H:39]([CH2:49][CH:50]2[CH2:54][CH2:53][CH2:52][CH2:51]2)[C:40]([NH:42][C:43]2[CH:47]=[CH:46][N:45]([CH3:48])[N:44]=2)=[O:41])[CH:32]=[CH:33][C:34]=1[S:35]([CH3:38])(=[O:37])=[O:36].[CH3:55][C:56]([CH3:65])=[CH:57]CN1C=CC(N)=N1.N1C(C)=CC=CC=1C, predict the reaction product. (3) Given the reactants [F:1][C:2]1[CH:7]=[C:6]([OH:8])[CH:5]=[CH:4][C:3]=1[NH:9][C:10](=[O:19])[O:11][CH2:12][C:13]1[CH:18]=[CH:17][CH:16]=[CH:15][CH:14]=1.C(=O)([O-])[O-].[Cs+].[Cs+].Cl[C:27]1[CH:28]=[CH:29][C:30]([N+:33]([O-:35])=[O:34])=[N:31][CH:32]=1.O, predict the reaction product. The product is: [F:1][C:2]1[CH:7]=[C:6]([O:8][C:27]2[CH:32]=[N:31][C:30]([N+:33]([O-:35])=[O:34])=[CH:29][CH:28]=2)[CH:5]=[CH:4][C:3]=1[NH:9][C:10](=[O:19])[O:11][CH2:12][C:13]1[CH:14]=[CH:15][CH:16]=[CH:17][CH:18]=1. (4) Given the reactants [F:1][C:2]1[CH:7]=[C:6]([OH:8])[CH:5]=[CH:4][C:3]=1[C:9](=[O:11])[CH3:10].[O:12]1[CH:17]=[CH:16][CH2:15][CH2:14][CH2:13]1.C1(C)C=CC(S([O-])(=O)=O)=CC=1.[NH+]1C=CC=CC=1, predict the reaction product. The product is: [F:1][C:2]1[CH:7]=[C:6]([O:8][CH:13]2[CH2:14][CH2:15][CH2:16][CH2:17][O:12]2)[CH:5]=[CH:4][C:3]=1[C:9](=[O:11])[CH3:10]. (5) Given the reactants [C:1]([C:4]1[CH:9]=[CH:8][C:7]([S:10](Cl)(=[O:12])=[O:11])=[CH:6][CH:5]=1)(=[O:3])[CH3:2].CCN(CC)CC.Cl.[CH3:22][O:23][NH2:24].O, predict the reaction product. The product is: [C:1]([C:4]1[CH:9]=[CH:8][C:7]([S:10]([NH:24][O:23][CH3:22])(=[O:12])=[O:11])=[CH:6][CH:5]=1)(=[O:3])[CH3:2]. (6) Given the reactants [Cl:1][S:2]([OH:5])(=O)=[O:3].[Cl:6][C:7]1[CH:8]=[C:9]([OH:16])[C:10](=[CH:14][CH:15]=1)[C:11]([OH:13])=[O:12], predict the reaction product. The product is: [Cl:6][C:7]1[C:15]([S:2]([Cl:1])(=[O:5])=[O:3])=[CH:14][C:10]([C:11]([OH:13])=[O:12])=[C:9]([OH:16])[CH:8]=1. (7) Given the reactants [F:1][C:2]([F:39])([F:38])[C:3]1[CH:4]=[C:5]([C@H:13]([O:15][C@H:16]2[O:30][CH2:29][C@@H:19]3[CH2:20][N:21]([C:23]4[CH2:27][CH2:26][C:25](=[O:28])[CH:24]=4)[CH2:22][C@H:18]3[C@@H:17]2[C:31]2[CH:36]=[CH:35][C:34]([F:37])=[CH:33][CH:32]=2)[CH3:14])[CH:6]=[C:7]([C:9]([F:12])([F:11])[F:10])[CH:8]=1.[Li+].CC([N-]C(C)C)C.C1C[O:51]CC1, predict the reaction product. The product is: [F:39][C:2]([F:1])([F:38])[C:3]1[CH:4]=[C:5]([C@H:13]([O:15][C@H:16]2[O:30][CH2:29][C@@H:19]3[CH2:20][N:21]([C:23]4[CH2:27][CH:26]([OH:51])[C:25](=[O:28])[CH:24]=4)[CH2:22][C@H:18]3[C@@H:17]2[C:31]2[CH:36]=[CH:35][C:34]([F:37])=[CH:33][CH:32]=2)[CH3:14])[CH:6]=[C:7]([C:9]([F:10])([F:11])[F:12])[CH:8]=1. (8) Given the reactants [C:1]([N:4]1[CH2:9][CH:8]=[C:7]([C:10]2[CH:11]=[N:12][CH:13]=[C:14]([C:16]3[CH:17]=[C:18]4[C:23](=[N:24][CH:25]=3)[N:22]([C:26]([NH2:28])=[O:27])[CH2:21][CH2:20][CH2:19]4)[CH:15]=2)[CH2:6][CH2:5]1)(=[O:3])[CH3:2].C([O-])=O.[NH4+], predict the reaction product. The product is: [C:1]([N:4]1[CH2:9][CH2:8][CH:7]([C:10]2[CH:11]=[N:12][CH:13]=[C:14]([C:16]3[CH:17]=[C:18]4[C:23](=[N:24][CH:25]=3)[N:22]([C:26]([NH2:28])=[O:27])[CH2:21][CH2:20][CH2:19]4)[CH:15]=2)[CH2:6][CH2:5]1)(=[O:3])[CH3:2].